This data is from Reaction yield outcomes from USPTO patents with 853,638 reactions. The task is: Predict the reaction yield, written as a fraction of the theoretical maximum amount of product (1.0 means a 100% yield; for example, 0.34 means a 34% yield). (1) The reactants are [CH:1]1([SH:6])[CH2:5][CH2:4][CH2:3][CH2:2]1.[OH-].[K+].Br[C:10]([CH3:17])([CH3:16])[C:11]([O:13][CH2:14][CH3:15])=[O:12]. The catalyst is C(O)C. The product is [CH2:14]([O:13][C:11](=[O:12])[C:10]([S:6][CH:1]1[CH2:5][CH2:4][CH2:3][CH2:2]1)([CH3:17])[CH3:16])[CH3:15]. The yield is 0.770. (2) The reactants are [Br:1][C:2]1[CH:7]=[CH:6][C:5]([C:8](=[O:10])[CH3:9])=[CH:4][C:3]=1[CH3:11].B1(C)OC(C2C=CC=CC=2)(C2C=CC=CC=2)[C@H]2N1CCC2.CSC.B.C(O)(=O)C. The catalyst is ClCCl. The product is [Br:1][C:2]1[CH:7]=[CH:6][C:5]([C@H:8]([OH:10])[CH3:9])=[CH:4][C:3]=1[CH3:11]. The yield is 0.710. (3) The reactants are [O:1]1[C:5]([C:6]2[CH:14]=[CH:13][C:9]([C:10](O)=[O:11])=[CH:8][CH:7]=2)=[CH:4][N:3]=[CH:2]1.CC[N:17](CC)CC.[NH4+].[OH-]. The yield is 0.480. The product is [O:1]1[C:5]([C:6]2[CH:14]=[CH:13][C:9]([C:10]([NH2:17])=[O:11])=[CH:8][CH:7]=2)=[CH:4][N:3]=[CH:2]1. The catalyst is C1COCC1. (4) The reactants are [C:1]([O:5][C:6]([N:8]([CH2:28][C:29]1[CH:34]=[CH:33][C:32]([O:35][CH3:36])=[CH:31][CH:30]=1)[S:9]([N:12]([CH2:22][C:23](OCC)=[O:24])[CH2:13][C:14]1[CH:19]=[CH:18][C:17]([O:20][CH3:21])=[CH:16][CH:15]=1)(=[O:11])=[O:10])=[O:7])([CH3:4])([CH3:3])[CH3:2].[H-].C([Al+]CC(C)C)C(C)C. The catalyst is ClCCl. The product is [CH3:36][O:35][C:32]1[CH:31]=[CH:30][C:29]([CH2:28][N:8]([S:9]([N:12]([CH2:13][C:14]2[CH:15]=[CH:16][C:17]([O:20][CH3:21])=[CH:18][CH:19]=2)[CH2:22][CH:23]=[O:24])(=[O:11])=[O:10])[C:6](=[O:7])[O:5][C:1]([CH3:4])([CH3:2])[CH3:3])=[CH:34][CH:33]=1. The yield is 0.710.